This data is from Forward reaction prediction with 1.9M reactions from USPTO patents (1976-2016). The task is: Predict the product of the given reaction. (1) Given the reactants ClC(Cl)(Cl)C([N:5]1[CH2:10][CH2:9][N:8]([C:11]2[CH:16]=[C:15]([S:17]([N:20]3[C:28]4[C:23](=[CH:24][CH:25]=[CH:26][C:27]=4[F:29])[CH:22]=[CH:21]3)(=[O:19])=[O:18])[CH:14]=[CH:13][C:12]=2[O:30][CH3:31])[CH2:7][CH2:6]1)=O.[OH-].[K+], predict the reaction product. The product is: [F:29][C:27]1[CH:26]=[CH:25][CH:24]=[C:23]2[C:28]=1[N:20]([S:17]([C:15]1[CH:14]=[CH:13][C:12]([O:30][CH3:31])=[C:11]([N:8]3[CH2:9][CH2:10][NH:5][CH2:6][CH2:7]3)[CH:16]=1)(=[O:19])=[O:18])[CH:21]=[CH:22]2. (2) Given the reactants [OH-].[Li+].[OH:3][C:4]1[CH:9]=[C:8]([OH:10])[CH:7]=[CH:6][C:5]=1[C:11](=[O:13])[CH3:12].[CH3:14][O:15][C:16]1[CH:24]=[CH:23][C:19]([C:20](Cl)=O)=[CH:18][CH:17]=1.Cl, predict the reaction product. The product is: [CH3:14][O:15][C:16]1[CH:24]=[CH:23][C:19]([C:20]2[O:3][C:4]3[C:5]([C:11](=[O:13])[CH:12]=2)=[CH:6][CH:7]=[C:8]([OH:10])[CH:9]=3)=[CH:18][CH:17]=1.